This data is from hERG Central: cardiac toxicity at 1µM, 10µM, and general inhibition. The task is: Predict hERG channel inhibition at various concentrations. (1) The drug is COc1ccc(-c2nn(-c3ccccc3C)cc2CNCCc2cnc[nH]2)cc1F. Results: hERG_inhib (hERG inhibition (general)): blocker. (2) The molecule is CC(=O)c1ccc(S(=O)(=O)N2CCCC(N(C)CCc3ccccc3)C2)cc1. Results: hERG_inhib (hERG inhibition (general)): blocker. (3) The molecule is CC1CC(C)CN(C(=O)COC(=O)c2cc([N+](=O)[O-])ccc2N2CCOCC2)C1. Results: hERG_inhib (hERG inhibition (general)): blocker. (4) The compound is COc1ccc(CN2CCCN(S(=O)(=O)c3ccc(Br)cc3)CC2)cc1. Results: hERG_inhib (hERG inhibition (general)): blocker.